This data is from Full USPTO retrosynthesis dataset with 1.9M reactions from patents (1976-2016). The task is: Predict the reactants needed to synthesize the given product. Given the product [CH3:29][O:28][N:27]([CH3:26])[C:19]([C:13]1[C:12]([NH:11][S:8]([C:5]2[CH:6]=[CH:7][C:2]([Cl:1])=[C:3]([C:22]([F:25])([F:23])[F:24])[CH:4]=2)(=[O:10])=[O:9])=[CH:17][C:16]([CH3:18])=[CH:15][N:14]=1)=[O:21], predict the reactants needed to synthesize it. The reactants are: [Cl:1][C:2]1[CH:7]=[CH:6][C:5]([S:8]([NH:11][C:12]2[C:13]([C:19]([OH:21])=O)=[N:14][CH:15]=[C:16]([CH3:18])[CH:17]=2)(=[O:10])=[O:9])=[CH:4][C:3]=1[C:22]([F:25])([F:24])[F:23].[CH3:26][NH:27][O:28][CH3:29].Cl.